Dataset: Reaction yield outcomes from USPTO patents with 853,638 reactions. Task: Predict the reaction yield, written as a fraction of the theoretical maximum amount of product (1.0 means a 100% yield; for example, 0.34 means a 34% yield). (1) The product is [Cl:18][C:2]1[CH:7]=[CH:6][N:5]2[CH:8]=[N:9][C:10]([C:11]([O:13][CH2:14][CH3:15])=[O:12])=[C:4]2[N:3]=1. No catalyst specified. The yield is 0.520. The reactants are O=[C:2]1[CH:7]=[CH:6][N:5]2[CH:8]=[N:9][C:10]([C:11]([O:13][CH2:14][CH3:15])=[O:12])=[C:4]2[NH:3]1.P(Cl)(Cl)([Cl:18])=O. (2) The reactants are [F:1][C:2]1[CH:3]=[C:4]([C:8]2[O:12][N:11]=[C:10]([C:13]([NH:15][NH2:16])=[O:14])[CH:9]=2)[CH:5]=[CH:6][CH:7]=1.Cl.[N:18]([O-])=O.[Na+]. The catalyst is O. The product is [F:1][C:2]1[CH:3]=[C:4]([C:8]2[O:12][N:11]=[C:10]([C:13]([N:15]=[N+:16]=[N-:18])=[O:14])[CH:9]=2)[CH:5]=[CH:6][CH:7]=1. The yield is 0.850.